Task: Predict the product of the given reaction.. Dataset: Forward reaction prediction with 1.9M reactions from USPTO patents (1976-2016) (1) Given the reactants C(N(CC)C(C1C=C(C2C=NN(CCCO)C=2)C=CC=1NC1C(C(F)(F)F)=CN=C(NC2C=CC(CP(=O)(O)OCC)=CC=2OC)N=1)=O)C.[OH:50][CH2:51][CH2:52][CH2:53][CH2:54][N:55]1[CH:59]=[C:58]([C:60]2[CH:65]=[CH:64][C:63]([NH:66][C:67]3[C:72]([C:73]([F:76])([F:75])[F:74])=[CH:71][N:70]=[C:69]([NH:77][C:78]4[CH:92]=[CH:91][C:81]([CH2:82][P:83](=[O:90])([O:87]CC)[O:84][CH2:85][CH3:86])=[CH:80][C:79]=4[O:93][CH3:94])[N:68]=3)=[C:62]([C:95](=[O:98])[NH:96][CH3:97])[CH:61]=2)[CH:57]=[N:56]1, predict the reaction product. The product is: [OH:50][CH2:51][CH2:52][CH2:53][CH2:54][N:55]1[CH:59]=[C:58]([C:60]2[CH:65]=[CH:64][C:63]([NH:66][C:67]3[C:72]([C:73]([F:74])([F:75])[F:76])=[CH:71][N:70]=[C:69]([NH:77][C:78]4[CH:92]=[CH:91][C:81]([CH2:82][P:83](=[O:87])([OH:90])[O:84][CH2:85][CH3:86])=[CH:80][C:79]=4[O:93][CH3:94])[N:68]=3)=[C:62]([C:95](=[O:98])[NH:96][CH3:97])[CH:61]=2)[CH:57]=[N:56]1. (2) Given the reactants C(=O)(O)[O-].[Na+].Cl[C:7]1[C:12]([N+:13]([O-:15])=[O:14])=[CH:11][CH:10]=[C:9]([Cl:16])[N:8]=1.[NH2:17][C:18]1[CH:19]=[C:20]([CH:23]=[CH:24][CH:25]=1)[C:21]#[N:22], predict the reaction product. The product is: [Cl:16][C:9]1[N:8]=[C:7]([NH:17][C:18]2[CH:19]=[C:20]([CH:23]=[CH:24][CH:25]=2)[C:21]#[N:22])[C:12]([N+:13]([O-:15])=[O:14])=[CH:11][CH:10]=1. (3) Given the reactants [OH-].[K+].[CH2:3]([O:5][C:6](=[O:22])[CH:7]([N:13]([C:15]([O:17][C:18]([CH3:21])([CH3:20])[CH3:19])=[O:16])[CH3:14])[C:8]([O:10]CC)=[O:9])[CH3:4], predict the reaction product. The product is: [C:18]([O:17][C:15]([N:13]([CH3:14])[C@H:7]([C:8]([OH:10])=[O:9])[C:6](=[O:22])[O:5][CH2:3][CH3:4])=[O:16])([CH3:21])([CH3:19])[CH3:20]. (4) The product is: [C:2]([N:5]([CH2:37][C:38]1[CH:39]=[C:40]([C:48]([F:51])([F:50])[F:49])[CH:41]=[C:42]([C:44]([F:47])([F:45])[F:46])[CH:43]=1)[CH:6]1[CH2:12][CH2:11][CH2:10][N:9]([C:13]([O:15][CH:16]([CH3:18])[CH3:17])=[O:14])[C:8]2[CH:19]=[CH:20][C:21]([NH2:23])=[CH:22][C:7]1=2)(=[O:4])[CH3:3]. Given the reactants Cl.[C:2]([N:5]([CH2:37][C:38]1[CH:43]=[C:42]([C:44]([F:47])([F:46])[F:45])[CH:41]=[C:40]([C:48]([F:51])([F:50])[F:49])[CH:39]=1)[CH:6]1[CH2:12][CH2:11][CH2:10][N:9]([C:13]([O:15][CH:16]([CH3:18])[CH3:17])=[O:14])[C:8]2[CH:19]=[CH:20][C:21]([N:23]=C(C3C=CC=CC=3)C3C=CC=CC=3)=[CH:22][C:7]1=2)(=[O:4])[CH3:3], predict the reaction product. (5) Given the reactants [Cl:1][C:2]1[CH:7]=[CH:6][C:5]([CH:8]([C:27]2[CH:32]=[CH:31][C:30]([Cl:33])=[CH:29][CH:28]=2)[C:9]2[CH:10]=[C:11]3[C:16](=[CH:17][CH:18]=2)[N:15]=[CH:14][N:13]=[C:12]3[NH:19][CH:20]2[CH2:25][CH2:24][NH:23][C:22](=[O:26])[CH2:21]2)=[CH:4][CH:3]=1.Br[C:35]1[CH:40]=[CH:39][CH:38]=[CH:37][CH:36]=1.CC1(C)C2C(=C(P(C3C=CC=CC=3)C3C=CC=CC=3)C=CC=2)OC2C(P(C3C=CC=CC=3)C3C=CC=CC=3)=CC=CC1=2.C([O-])([O-])=O.[Cs+].[Cs+], predict the reaction product. The product is: [Cl:1][C:2]1[CH:7]=[CH:6][C:5]([CH:8]([C:27]2[CH:28]=[CH:29][C:30]([Cl:33])=[CH:31][CH:32]=2)[C:9]2[CH:10]=[C:11]3[C:16](=[CH:17][CH:18]=2)[N:15]=[CH:14][N:13]=[C:12]3[NH:19][CH:20]2[CH2:25][CH2:24][N:23]([C:35]3[CH:40]=[CH:39][CH:38]=[CH:37][CH:36]=3)[C:22](=[O:26])[CH2:21]2)=[CH:4][CH:3]=1.